Predict which catalyst facilitates the given reaction. From a dataset of Catalyst prediction with 721,799 reactions and 888 catalyst types from USPTO. (1) Reactant: [O:1]([CH2:8][CH2:9]O)[C:2]1[CH:7]=[CH:6][CH:5]=[CH:4][CH:3]=1.P(Br)(Br)[Br:12].Cl. Product: [Br:12][CH2:9][CH2:8][O:1][C:2]1[CH:7]=[CH:6][CH:5]=[CH:4][CH:3]=1. The catalyst class is: 17. (2) Reactant: [C:12]([O:11][C:9](O[C:9]([O:11][C:12]([CH3:15])([CH3:14])[CH3:13])=[O:10])=[O:10])([CH3:15])([CH3:14])[CH3:13].[F:16][C:17]([F:35])([F:34])[C:18]1[CH:33]=[CH:32][C:21]([CH2:22][NH:23][C:24]2[N:29]=[CH:28][C:27]([CH:30]=[O:31])=[CH:26][CH:25]=2)=[CH:20][CH:19]=1.C(N(C(C)C)CC)(C)C. Product: [C:12]([O:11][C:9](=[O:10])[N:23]([C:24]1[CH:25]=[CH:26][C:27]([CH:30]=[O:31])=[CH:28][N:29]=1)[CH2:22][C:21]1[CH:32]=[CH:33][C:18]([C:17]([F:16])([F:34])[F:35])=[CH:19][CH:20]=1)([CH3:13])([CH3:14])[CH3:15]. The catalyst class is: 119. (3) Reactant: [Cl:1][C:2]1[CH:8]=[C:7]([N+:9]([O-:11])=[O:10])[CH:6]=[C:5]([CH3:12])[C:3]=1[NH2:4].[N:13]([O-])=O.[Na+]. Product: [Cl:1][C:2]1[CH:8]=[C:7]([N+:9]([O-:11])=[O:10])[CH:6]=[C:5]2[C:3]=1[NH:4][N:13]=[CH:12]2. The catalyst class is: 86.